This data is from Reaction yield outcomes from USPTO patents with 853,638 reactions. The task is: Predict the reaction yield, written as a fraction of the theoretical maximum amount of product (1.0 means a 100% yield; for example, 0.34 means a 34% yield). The reactants are N([O-])=O.[Na+].N[C:6]1[CH:15]=[CH:14][CH:13]=[C:12]2[C:7]=1[CH:8]=[CH:9][CH:10]=[N:11]2.[OH-].[Na+].[BrH:18]. The catalyst is O.[Cu]Br. The product is [Br:18][C:6]1[CH:15]=[CH:14][CH:13]=[C:12]2[C:7]=1[CH:8]=[CH:9][CH:10]=[N:11]2. The yield is 0.800.